Dataset: Forward reaction prediction with 1.9M reactions from USPTO patents (1976-2016). Task: Predict the product of the given reaction. Given the reactants [Cl:1][C:2]1[CH:7]=[C:6]([Cl:8])[CH:5]=[CH:4][C:3]=1[C:9]1[CH:14]=[CH:13][C:12]([CH2:15][CH3:16])=[C:11]([CH:17]2[C:22](=[O:23])[C:21]([CH3:25])([CH3:24])[S:20][C:19]([CH3:27])([CH3:26])[C:18]2=[O:28])[CH:10]=1.C(OO)(=[O:31])C, predict the reaction product. The product is: [Cl:1][C:2]1[CH:7]=[C:6]([Cl:8])[CH:5]=[CH:4][C:3]=1[C:9]1[CH:14]=[CH:13][C:12]([CH2:15][CH3:16])=[C:11]([CH:17]2[C:22](=[O:23])[C:21]([CH3:25])([CH3:24])[S:20](=[O:31])[C:19]([CH3:27])([CH3:26])[C:18]2=[O:28])[CH:10]=1.